From a dataset of NCI-60 drug combinations with 297,098 pairs across 59 cell lines. Regression. Given two drug SMILES strings and cell line genomic features, predict the synergy score measuring deviation from expected non-interaction effect. (1) Cell line: OVCAR3. Drug 1: CN1CCC(CC1)COC2=C(C=C3C(=C2)N=CN=C3NC4=C(C=C(C=C4)Br)F)OC. Drug 2: COC1=NC(=NC2=C1N=CN2C3C(C(C(O3)CO)O)O)N. Synergy scores: CSS=11.1, Synergy_ZIP=-4.44, Synergy_Bliss=-0.618, Synergy_Loewe=-23.2, Synergy_HSA=-4.31. (2) Drug 1: CC12CCC3C(C1CCC2=O)CC(=C)C4=CC(=O)C=CC34C. Drug 2: CCC1(C2=C(COC1=O)C(=O)N3CC4=CC5=C(C=CC(=C5CN(C)C)O)N=C4C3=C2)O.Cl. Cell line: U251. Synergy scores: CSS=80.9, Synergy_ZIP=0.965, Synergy_Bliss=2.52, Synergy_Loewe=1.13, Synergy_HSA=4.32.